From a dataset of Reaction yield outcomes from USPTO patents with 853,638 reactions. Predict the reaction yield, written as a fraction of the theoretical maximum amount of product (1.0 means a 100% yield; for example, 0.34 means a 34% yield). (1) The reactants are CC(C)([O-])C.[K+].[CH2:7]([O:14][C:15]1[CH:16]=[C:17]([CH:31]=[CH:32][CH:33]=1)[C:18]([NH:20][C:21]1[CH:26]=[CH:25][CH:24]=[CH:23][C:22]=1[S:27](=[O:30])(=[O:29])[NH2:28])=[O:19])[C:8]1[CH:13]=[CH:12][CH:11]=[CH:10][CH:9]=1.[C:34](Cl)(=[O:44])[CH2:35][CH2:36][CH2:37][CH2:38][CH2:39][CH2:40][CH2:41][CH2:42][CH3:43].[Cl-].[NH4+]. The catalyst is O1CCCC1. The product is [CH2:7]([O:14][C:15]1[CH:16]=[C:17]([CH:31]=[CH:32][CH:33]=1)[C:18]([NH:20][C:21]1[CH:26]=[CH:25][CH:24]=[CH:23][C:22]=1[S:27]([NH:28][C:34](=[O:44])[CH2:35][CH2:36][CH2:37][CH2:38][CH2:39][CH2:40][CH2:41][CH2:42][CH3:43])(=[O:29])=[O:30])=[O:19])[C:8]1[CH:9]=[CH:10][CH:11]=[CH:12][CH:13]=1. The yield is 0.500. (2) The reactants are C([O:5][C:6]([C:8]1[CH:31]=[CH:30][C:11]([O:12][C:13]2[C:22]([Cl:23])=[C:21]3[C:16]([CH:17]([C:24]([O:26][CH2:27][CH3:28])=[O:25])[CH2:18][CH2:19][O:20]3)=[CH:15][C:14]=2[Cl:29])=[CH:10][CH:9]=1)=[O:7])(C)(C)C.FC(F)(F)C(O)=O. The catalyst is ClCCl. The product is [Cl:29][C:14]1[CH:15]=[C:16]2[C:21](=[C:22]([Cl:23])[C:13]=1[O:12][C:11]1[CH:30]=[CH:31][C:8]([C:6]([OH:7])=[O:5])=[CH:9][CH:10]=1)[O:20][CH2:19][CH2:18][CH:17]2[C:24]([O:26][CH2:27][CH3:28])=[O:25]. The yield is 1.02.